This data is from Reaction yield outcomes from USPTO patents with 853,638 reactions. The task is: Predict the reaction yield, written as a fraction of the theoretical maximum amount of product (1.0 means a 100% yield; for example, 0.34 means a 34% yield). The reactants are C[O:2][C:3]1[CH:8]=[CH:7][C:6]([NH:9][C:10](=[O:14])[CH2:11][CH2:12]Cl)=[CH:5][CH:4]=1.CN(C)C(=O)C.Cl[Al](Cl)Cl. The yield is 0.929. No catalyst specified. The product is [OH:2][C:3]1[CH:8]=[C:7]2[C:6](=[CH:5][CH:4]=1)[NH:9][C:10](=[O:14])[CH2:11][CH2:12]2.